From a dataset of Reaction yield outcomes from USPTO patents with 853,638 reactions. Predict the reaction yield, written as a fraction of the theoretical maximum amount of product (1.0 means a 100% yield; for example, 0.34 means a 34% yield). (1) The reactants are [Cl:1][C:2]1[CH:7]=[CH:6][C:5](B(O)O)=[CH:4][CH:3]=1.[OH:11][C:12]1[CH:21]=[CH:20][C:15]([C:16]([O:18][CH3:19])=[O:17])=[CH:14][CH:13]=1. The catalyst is CN(C)C1C=CN=CC=1.ClCCl.C([O-])(=O)C.[Cu+2].C([O-])(=O)C. The product is [Cl:1][C:2]1[CH:7]=[CH:6][C:5]([O:11][C:12]2[CH:13]=[CH:14][C:15]([C:16]([O:18][CH3:19])=[O:17])=[CH:20][CH:21]=2)=[CH:4][CH:3]=1. The yield is 0.480. (2) The reactants are [F:1][C:2]1[CH:18]=[C:17]([N+:19]([O-])=O)[CH:16]=[CH:15][C:3]=1[O:4][C:5]1[C:6]2[N:13]([CH3:14])[CH:12]=[CH:11][C:7]=2[N:8]=[CH:9][N:10]=1. The catalyst is CC(O)=O.C(Cl)Cl.[Fe]. The product is [CH3:14][N:13]1[C:6]2[C:5]([O:4][C:3]3[CH:15]=[CH:16][C:17]([NH2:19])=[CH:18][C:2]=3[F:1])=[N:10][CH:9]=[N:8][C:7]=2[CH:11]=[CH:12]1. The yield is 0.530. (3) The reactants are Br[C:2]1[CH:3]=[CH:4][C:5]2[O:9][CH:8]=[CH:7][C:6]=2[CH:10]=1.II.[O:13]1[CH:18]=[CH:17][C:16](=[O:19])[CH:15]=[CH:14]1. The catalyst is C1COCC1. The product is [O:9]1[C:5]2[CH:4]=[CH:3][C:2]([C:16]3([OH:19])[CH2:17][CH2:18][O:13][CH2:14][CH2:15]3)=[CH:10][C:6]=2[CH:7]=[CH:8]1. The yield is 0.410. (4) The reactants are [C:1]1([S:7]([N:10]2[CH:14]=[CH:13][C:12]([Cl:15])=[N:11]2)(=[O:9])=[O:8])[CH:6]=[CH:5][CH:4]=[CH:3][CH:2]=1.[Li]CCCC.[Cl:21][C:22]1[C:27]([Cl:28])=[CH:26][CH:25]=[CH:24][C:23]=1[N:29]=[C:30]=[O:31].[NH4+].[Cl-]. The catalyst is C1COCC1. The product is [Cl:21][C:22]1[C:27]([Cl:28])=[CH:26][CH:25]=[CH:24][C:23]=1[NH:29][C:30]([C:14]1[N:10]([S:7]([C:1]2[CH:2]=[CH:3][CH:4]=[CH:5][CH:6]=2)(=[O:8])=[O:9])[N:11]=[C:12]([Cl:15])[CH:13]=1)=[O:31]. The yield is 0.650. (5) The reactants are [N:1]1([C:5]2[CH:6]=[CH:7][C:8]([O:11][C:12]3[CH:13]=[C:14]([CH:29]=[CH:30][CH:31]=3)[CH:15]=[C:16]3[CH2:21][CH2:20][N:19](C(OC(C)(C)C)=O)[CH2:18][CH2:17]3)=[N:9][CH:10]=2)[CH2:4][CH2:3][CH2:2]1.C(O)(C(F)(F)F)=O. The catalyst is C(Cl)Cl. The product is [N:1]1([C:5]2[CH:6]=[CH:7][C:8]([O:11][C:12]3[CH:31]=[CH:30][CH:29]=[C:14]([CH:15]=[C:16]4[CH2:17][CH2:18][NH:19][CH2:20][CH2:21]4)[CH:13]=3)=[N:9][CH:10]=2)[CH2:2][CH2:3][CH2:4]1. The yield is 0.960. (6) The reactants are [N:1]1([C:10]([O:12][CH2:13][C:14]2[CH:19]=[CH:18][CH:17]=[CH:16][CH:15]=2)=[O:11])[CH2:9][C@H:7]([OH:8])[CH2:6][C@H:2]1[C:3]([OH:5])=[O:4].C1CCN2C(=NCCC2)CC1.[Si:31](Cl)([C:34]([CH3:37])([CH3:36])[CH3:35])([CH3:33])[CH3:32]. The catalyst is CN(C=O)C. The product is [CH2:13]([O:12][C:10]([N:1]1[CH2:9][CH:7]([O:8][Si:31]([C:34]([CH3:37])([CH3:36])[CH3:35])([CH3:33])[CH3:32])[CH2:6][CH:2]1[C:3]([OH:5])=[O:4])=[O:11])[C:14]1[CH:19]=[CH:18][CH:17]=[CH:16][CH:15]=1. The yield is 0.960.